This data is from Forward reaction prediction with 1.9M reactions from USPTO patents (1976-2016). The task is: Predict the product of the given reaction. Given the reactants C([C:3]1[N:4]=[C:5]2[N:9]([CH:10]=1)[C:8]1[CH2:11][CH2:12][CH2:13][C:7]=1[S:6]2)=O.[N+:14]([C:17]1[CH:35]=[CH:34][C:20]([CH2:21][O:22][C:23]([C:25]2[N:26]3[C@H:29]([S:30][CH:31]=2)[C@@H:28]([Br:32])[C:27]3=[O:33])=[O:24])=[CH:19][CH:18]=1)([O-:16])=[O:15].[Mg+2].[Br-].[Br-].O(CC)CC.[C:44]([O:47]C(=O)C)(=[O:46])[CH3:45], predict the reaction product. The product is: [C:44]([O:47][C:10]1[N:9]2[C:5]([S:6][C:7]3[CH2:13][CH2:12][CH2:11][C:8]=32)=[N:4][C:3]=1[C:28]1([Br:32])[C:27](=[O:33])[N:26]2[C@@H:29]1[S:30][CH:31]=[C:25]2[C:23]([O:22][CH2:21][C:20]1[CH:34]=[CH:35][C:17]([N+:14]([O-:16])=[O:15])=[CH:18][CH:19]=1)=[O:24])(=[O:46])[CH3:45].